This data is from Forward reaction prediction with 1.9M reactions from USPTO patents (1976-2016). The task is: Predict the product of the given reaction. Given the reactants [CH3:1][N:2]1[CH:6]=[C:5]([C:7]2[CH:12]=[CH:11][CH:10]=[C:9](B3OC(C)(C)C(C)(C)O3)[CH:8]=2)[CH:4]=[N:3]1.Cl[C:23]1[N:28]=[CH:27][C:26]([C:29]2[S:33][C:32]([C:34]([N:36]3[CH2:40][CH2:39][C@@H:38]([OH:41])[CH2:37]3)=[O:35])=[N:31][N:30]=2)=[C:25]([NH:42][CH:43]([CH3:45])[CH3:44])[CH:24]=1.C([O-])([O-])=O.[K+].[K+], predict the reaction product. The product is: [OH:41][C@@H:38]1[CH2:39][CH2:40][N:36]([C:34]([C:32]2[S:33][C:29]([C:26]3[CH:27]=[N:28][C:23]([C:9]4[CH:10]=[CH:11][CH:12]=[C:7]([C:5]5[CH:4]=[N:3][N:2]([CH3:1])[CH:6]=5)[CH:8]=4)=[CH:24][C:25]=3[NH:42][CH:43]([CH3:45])[CH3:44])=[N:30][N:31]=2)=[O:35])[CH2:37]1.